This data is from Catalyst prediction with 721,799 reactions and 888 catalyst types from USPTO. The task is: Predict which catalyst facilitates the given reaction. (1) Reactant: F[C:2]1[CH:9]=[CH:8][C:7]([O:10][CH3:11])=[CH:6][C:3]=1[CH:4]=O.[CH2:12]([O:14][C:15](=[O:18])[CH2:16][SH:17])[CH3:13].C([O-])([O-])=O.[K+].[K+]. Product: [CH2:12]([O:14][C:15]([C:16]1[S:17][C:2]2[CH:9]=[CH:8][C:7]([O:10][CH3:11])=[CH:6][C:3]=2[CH:4]=1)=[O:18])[CH3:13]. The catalyst class is: 3. (2) Reactant: [CH3:1][O:2][C:3]1[CH:4]=[C:5]([CH:8]=[C:9]([O:13][CH3:14])[C:10]=1[O:11][CH3:12])[CH2:6][NH2:7].[CH2:15]1[CH2:21][S:18](=[O:20])(=[O:19])[O:17][CH2:16]1. Product: [CH3:14][O:13][C:9]1[CH:8]=[C:5]([CH:4]=[C:3]([O:2][CH3:1])[C:10]=1[O:11][CH3:12])[CH2:6][NH:7][CH2:16][CH2:15][CH2:21][S:18]([OH:20])(=[O:19])=[O:17]. The catalyst class is: 131. (3) Reactant: [CH:1]([C@@H:14]1[CH2:19][N:18]([C:20]([O:22][CH2:23][C:24]2[CH:29]=[CH:28][CH:27]=[CH:26][CH:25]=2)=[O:21])[CH2:17][CH2:16][N:15]1C(OC(C)(C)C)=O)([C:8]1[CH:13]=[CH:12][CH:11]=[CH:10][CH:9]=1)[C:2]1[CH:7]=[CH:6][CH:5]=[CH:4][CH:3]=1.[ClH:37]. Product: [ClH:37].[CH:1]([C@H:14]1[NH:15][CH2:16][CH2:17][N:18]([C:20]([O:22][CH2:23][C:24]2[CH:29]=[CH:28][CH:27]=[CH:26][CH:25]=2)=[O:21])[CH2:19]1)([C:2]1[CH:3]=[CH:4][CH:5]=[CH:6][CH:7]=1)[C:8]1[CH:13]=[CH:12][CH:11]=[CH:10][CH:9]=1. The catalyst class is: 96. (4) Reactant: [NH2:1][C:2]1[N:3]=[CH:4][C:5]([C:8]2[CH:13]=[CH:12][C:11]([C:14]3([C:20]#[N:21])[CH2:19][CH2:18][O:17][CH2:16][CH2:15]3)=[CH:10][CH:9]=2)=[N:6][CH:7]=1.[Br:22]N1C(=O)CCC1=O. Product: [NH2:1][C:2]1[N:3]=[CH:4][C:5]([C:8]2[CH:9]=[CH:10][C:11]([C:14]3([C:20]#[N:21])[CH2:15][CH2:16][O:17][CH2:18][CH2:19]3)=[CH:12][CH:13]=2)=[N:6][C:7]=1[Br:22]. The catalyst class is: 3. (5) Reactant: [N:1]1([C:7]2[C:8]3[N:31]=[N:30][N:29]([CH2:32][CH:33]4[CH2:36][N:35](C(OC(C)(C)C)=O)[CH2:34]4)[C:9]=3[N:10]=[C:11]([C:13]3[CH:18]=[CH:17][C:16]([NH:19][C:20](=[O:28])[NH:21][C:22]4[CH:27]=[CH:26][CH:25]=[CH:24][CH:23]=4)=[CH:15][CH:14]=3)[N:12]=2)[CH2:6][CH2:5][O:4][CH2:3][CH2:2]1.C(O)(C(F)(F)F)=O.[OH-].[Na+]. Product: [NH:35]1[CH2:36][CH:33]([CH2:32][N:29]2[C:9]3[N:10]=[C:11]([C:13]4[CH:14]=[CH:15][C:16]([NH:19][C:20]([NH:21][C:22]5[CH:27]=[CH:26][CH:25]=[CH:24][CH:23]=5)=[O:28])=[CH:17][CH:18]=4)[N:12]=[C:7]([N:1]4[CH2:6][CH2:5][O:4][CH2:3][CH2:2]4)[C:8]=3[N:31]=[N:30]2)[CH2:34]1. The catalyst class is: 2. (6) Reactant: [Br:1][C:2]1[CH:24]=[CH:23][CH:22]=[C:21](F)[C:3]=1[C:4]([N:6]1[CH2:11][CH2:10][N:9]([C:12]([O:14][C:15]([CH3:18])([CH3:17])[CH3:16])=[O:13])[CH2:8][CH:7]1[CH2:19][OH:20])=[O:5].[H-].[Na+].O. Product: [Br:1][C:2]1[C:3]2[C:4](=[O:5])[N:6]3[CH2:11][CH2:10][N:9]([C:12]([O:14][C:15]([CH3:18])([CH3:17])[CH3:16])=[O:13])[CH2:8][CH:7]3[CH2:19][O:20][C:21]=2[CH:22]=[CH:23][CH:24]=1. The catalyst class is: 7.